This data is from Catalyst prediction with 721,799 reactions and 888 catalyst types from USPTO. The task is: Predict which catalyst facilitates the given reaction. (1) Reactant: C([Sn](CCCC)(CCCC)/[CH:6]=[CH:7]/[CH2:8][NH:9][C:10]1[CH:27]=[CH:26][C:13]2=[N:14][N:15]([C:17]3[CH:22]=[CH:21][C:20]([N:23]([CH3:25])[CH3:24])=[CH:19][CH:18]=3)[N:16]=[C:12]2[CH:11]=1)CCC.[I:36]I.O. Product: [CH3:24][N:23]([CH3:25])[C:20]1[CH:21]=[CH:22][C:17]([N:15]2[N:14]=[C:13]3[CH:26]=[CH:27][C:10]([NH:9][CH2:8]/[CH:7]=[CH:6]/[I:36])=[CH:11][C:12]3=[N:16]2)=[CH:18][CH:19]=1. The catalyst class is: 2. (2) Reactant: [CH2:1]([CH:8]1[C:16]2[C:11](=[CH:12][CH:13]=[C:14]([OH:17])[CH:15]=2)[CH2:10][CH:9]1[NH:18][C:19](=[O:23])[O:20][CH2:21][CH3:22])[C:2]1[CH:7]=[CH:6][CH:5]=[CH:4][CH:3]=1.C(=O)([O-])[O-].[Cs+].[Cs+].Br[CH2:31][CH2:32][NH:33]C(=O)OC(C)(C)C. Product: [NH2:33][CH2:32][CH2:31][O:17][C:14]1[CH:15]=[C:16]2[C:11]([CH2:10][CH:9]([NH:18][C:19](=[O:23])[O:20][CH2:21][CH3:22])[CH:8]2[CH2:1][C:2]2[CH:7]=[CH:6][CH:5]=[CH:4][CH:3]=2)=[CH:12][CH:13]=1. The catalyst class is: 245. (3) Reactant: [Cl:1][C:2]1[C:3]([CH3:28])=[C:4]([CH:14]2[CH2:17][N:16]([C:18]([O:20][CH2:21][C:22]3[CH:27]=[CH:26][CH:25]=[CH:24][CH:23]=3)=[O:19])[CH2:15]2)[C:5]([O:11][CH2:12][CH3:13])=[C:6]([CH:8](Cl)[CH3:9])[CH:7]=1.[CH3:29][C:30]1[C:38]2[C:33](=[N:34][CH:35]=[N:36][C:37]=2[NH2:39])[NH:32][N:31]=1.C(=O)([O-])[O-].[Cs+].[Cs+].[I-].[K+]. Product: [NH2:39][C:37]1[N:36]=[CH:35][N:34]=[C:33]2[N:32]([CH:8]([C:6]3[C:5]([O:11][CH2:12][CH3:13])=[C:4]([CH:14]4[CH2:15][N:16]([C:18]([O:20][CH2:21][C:22]5[CH:27]=[CH:26][CH:25]=[CH:24][CH:23]=5)=[O:19])[CH2:17]4)[C:3]([CH3:28])=[C:2]([Cl:1])[CH:7]=3)[CH3:9])[N:31]=[C:30]([CH3:29])[C:38]=12. The catalyst class is: 869. (4) Reactant: C[O-].[Na+].C([O:7][C@@H:8]1[C@@H:31]([O:32]C(=O)C)[C@H:30]([O:36]C(=O)C)[C@@H:29]([CH2:40][O:41]C(=O)C)[O:28][C@H:9]1[O:10][C:11]1[CH:16]=[CH:15][CH:14]=[CH:13][C:12]=1[CH2:17][C:18]1[CH:23]=[CH:22][C:21]([O:24][CH2:25][CH:26]=[CH2:27])=[CH:20][CH:19]=1)(=O)C. Product: [O:10]([C:11]1[CH:16]=[CH:15][CH:14]=[CH:13][C:12]=1[CH2:17][C:18]1[CH:19]=[CH:20][C:21]([O:24][CH2:25][CH:26]=[CH2:27])=[CH:22][CH:23]=1)[C@@H:9]1[O:28][C@H:29]([CH2:40][OH:41])[C@@H:30]([OH:36])[C@H:31]([OH:32])[C@H:8]1[OH:7]. The catalyst class is: 111. (5) Reactant: C(OC(=O)[NH:7][C:8]1([C:17]2[CH:22]=[CH:21][CH:20]=[C:19]([C:23]([CH3:26])([CH3:25])[CH3:24])[CH:18]=2)[CH2:16][CH2:15][C:14]2[C:10](=[CH:11][NH:12][N:13]=2)[CH2:9]1)(C)(C)C.O1CCOCC1. Product: [C:23]([C:19]1[CH:18]=[C:17]([C:8]2([NH2:7])[CH2:16][CH2:15][C:14]3[C:10](=[CH:11][NH:12][N:13]=3)[CH2:9]2)[CH:22]=[CH:21][CH:20]=1)([CH3:26])([CH3:24])[CH3:25]. The catalyst class is: 33. (6) Reactant: [CH3:1][C:2]1[C:3]([CH2:14][S:15]([C:17]2[NH:21][C:20]3[CH:22]=[CH:23][CH:24]=[CH:25][C:19]=3[N:18]=2)=[O:16])=[N:4][CH:5]=[CH:6][C:7]=1[O:8][CH2:9][C:10]([F:13])([F:12])[F:11].[H-].[Na+].S(Cl)(Cl)(=O)=O.[N+:33]([C:36]1[CH:37]=[C:38]([S:42]([CH2:45][CH2:46][O:47][C:48](=[O:59])[C:49]2[CH:54]=[CH:53][CH:52]=[C:51]([S:55](Cl)(=[O:57])=[O:56])[CH:50]=2)(=[O:44])=[O:43])[CH:39]=[CH:40][CH:41]=1)([O-:35])=[O:34]. Product: [N+:33]([C:36]1[CH:37]=[C:38]([S:42]([CH2:45][CH2:46][O:47][C:48](=[O:59])[C:49]2[CH:54]=[CH:53][CH:52]=[C:51]([S:55]([N:21]3[C:20]4[CH:22]=[CH:23][CH:24]=[CH:25][C:19]=4[N:18]=[C:17]3[S:15]([CH2:14][C:3]3[C:2]([CH3:1])=[C:7]([O:8][CH2:9][C:10]([F:13])([F:11])[F:12])[CH:6]=[CH:5][N:4]=3)=[O:16])(=[O:57])=[O:56])[CH:50]=2)(=[O:43])=[O:44])[CH:39]=[CH:40][CH:41]=1)([O-:35])=[O:34]. The catalyst class is: 34.